This data is from Full USPTO retrosynthesis dataset with 1.9M reactions from patents (1976-2016). The task is: Predict the reactants needed to synthesize the given product. (1) Given the product [CH3:17][C:4]1[C:5]([NH:8][C:9](=[O:16])[CH2:10][N:11]2[CH2:15][CH2:14][CH2:13][CH2:12]2)=[N:6][CH:7]=[C:2]([C:19]#[C:18][Si:20]([CH3:23])([CH3:22])[CH3:21])[CH:3]=1, predict the reactants needed to synthesize it. The reactants are: Br[C:2]1[CH:3]=[C:4]([CH3:17])[C:5]([NH:8][C:9](=[O:16])[CH2:10][N:11]2[CH2:15][CH2:14][CH2:13][CH2:12]2)=[N:6][CH:7]=1.[C:18]([Si:20]([CH3:23])([CH3:22])[CH3:21])#[CH:19].N1CCCCC1. (2) Given the product [CH2:17]([O:14][C:11]1[CH:10]=[CH:9][C:8]([C@H:5]2[CH2:4][CH2:3][C@H:2]([OH:1])[CH2:7][CH2:6]2)=[CH:13][CH:12]=1)[CH:16]=[CH2:15], predict the reactants needed to synthesize it. The reactants are: [OH:1][C@H:2]1[CH2:7][CH2:6][C@H:5]([C:8]2[CH:13]=[CH:12][C:11]([OH:14])=[CH:10][CH:9]=2)[CH2:4][CH2:3]1.[CH2:15](Br)[CH:16]=[CH2:17].C(=O)([O-])[O-].[K+].[K+].O. (3) Given the product [NH:1]1[CH:2]=[CH:3][CH2:4][CH2:5][CH2:6]1.[PH:7](=[O:14])([O:11][CH2:12][C:13]1[CH:6]=[CH:5][CH:4]=[CH:3][CH:2]=1)[O:8][CH2:9][C:10]1[CH:6]=[CH:5][CH:4]=[CH:3][CH:2]=1, predict the reactants needed to synthesize it. The reactants are: [NH:1]1[CH:6]=[CH:5][CH2:4][CH2:3][CH2:2]1.[PH:7](=[O:14])([O:11][CH2:12][CH3:13])[O:8][CH2:9][CH3:10].C(=O)([O-])N.[O-]S(C(F)(F)F)(=O)=O. (4) Given the product [C:35]([OH:42])(=[O:41])/[CH:36]=[CH:37]\[C:38]([OH:40])=[O:39].[F:1][C:2]1[CH:7]=[CH:6][C:5]([O:8][C@@H:9]2[CH2:12][C@H:11]([NH:13][CH2:21][C:22]3[C:23]4[N:24]([CH:28]=[CH:29][N:30]=4)[CH:25]=[CH:26][CH:27]=3)[CH2:10]2)=[CH:4][C:3]=1[C:31]([F:33])([F:32])[F:34], predict the reactants needed to synthesize it. The reactants are: [F:1][C:2]1[CH:7]=[CH:6][C:5]([O:8][C@@H:9]2[CH2:12][C@H:11]([N:13]([CH2:21][C:22]3[C:23]4[N:24]([CH:28]=[CH:29][N:30]=4)[CH:25]=[CH:26][CH:27]=3)C(=O)OC(C)(C)C)[CH2:10]2)=[CH:4][C:3]=1[C:31]([F:34])([F:33])[F:32].[C:35]([OH:42])(=[O:41])/[CH:36]=[CH:37]\[C:38]([OH:40])=[O:39]. (5) Given the product [OH:1][C@H:2]1[CH2:3][CH2:4][C@H:5]([NH:8][C:9]2[N:14]=[C:13]([NH:15][C:16]3[S:17][C:21]4[CH:22]=[C:23]([CH2:25][C:26]([NH2:38])=[O:27])[CH:24]=[CH:18][C:19]=4[N:20]=3)[CH:12]=[C:11]([CH2:31][C:2]3[CH:7]=[CH:6][CH:5]=[CH:4][CH:3]=3)[N:10]=2)[CH2:6][CH2:7]1, predict the reactants needed to synthesize it. The reactants are: [OH:1][C@H:2]1[CH2:7][CH2:6][C@H:5]([NH:8][C:9]2[N:14]=[C:13]([NH:15][C:16]3[S:17][C:18]4[CH:24]=[C:23]([CH2:25][C:26](OCC)=[O:27])[CH:22]=[CH:21][C:19]=4[N:20]=3)[CH:12]=[C:11]([CH2:31]C3C=CC=CC=3)[N:10]=2)[CH2:4][CH2:3]1.[NH3:38].CO.